This data is from Catalyst prediction with 721,799 reactions and 888 catalyst types from USPTO. The task is: Predict which catalyst facilitates the given reaction. (1) Reactant: [Cl:1][C:2]1[C:7]([CH:8]=[N:9][OH:10])=[C:6]([Cl:11])[CH:5]=[CH:4][N:3]=1.[Cl:12]N1C(=O)CCC1=O. Product: [Cl:1][C:2]1[C:7]([C:8]([Cl:12])=[N:9][OH:10])=[C:6]([Cl:11])[CH:5]=[CH:4][N:3]=1. The catalyst class is: 3. (2) Reactant: [CH2:1]([O:8][CH2:9][C@@H:10]([OH:23])[CH2:11][O:12][C@@H:13]([C@H:16]1[O:20][N:19]=[C:18]([C:21]#[CH:22])[CH2:17]1)[CH2:14][OH:15])[C:2]1[CH:7]=[CH:6][CH:5]=[CH:4][CH:3]=1.[OH-].[K+].[S:26](Cl)([C:29]1[CH:35]=[CH:34][C:32]([CH3:33])=[CH:31][CH:30]=1)(=[O:28])=[O:27]. Product: [CH3:33][C:32]1[CH:34]=[CH:35][C:29]([S:26]([O:15][CH2:14][C@@H:13]([O:12][CH2:11][C@H:10]([OH:23])[CH2:9][O:8][CH2:1][C:2]2[CH:7]=[CH:6][CH:5]=[CH:4][CH:3]=2)[C@H:16]2[O:20][N:19]=[C:18]([C:21]#[CH:22])[CH2:17]2)(=[O:28])=[O:27])=[CH:30][CH:31]=1. The catalyst class is: 2. (3) Reactant: [Li][CH2:2][CH2:3][CH2:4][CH3:5].CCCCCC.CC1(C)CCCC(C)(C)N1.C[Si](C)(C)[N:24]1[CH2:30][CH2:29][CH2:28][CH2:27]C[C:25]1=[O:31].Cl[C:35]1[CH:40]=[CH:39]C=[CH:37][C:36]=1[O:41][CH3:42].C(I)C. Product: [CH2:4]([C:3]1([C:2]2[CH:39]=[CH:40][CH:35]=[C:36]([O:41][CH3:42])[CH:37]=2)[CH2:27][CH2:28][CH2:29][CH2:30][NH:24][C:25]1=[O:31])[CH3:5]. The catalyst class is: 1. (4) Reactant: C([NH:8][CH:9]1[CH2:18][CH2:17][C:12]2([O:16][CH2:15][CH2:14][O:13]2)[CH2:11][CH2:10]1)C1C=CC=CC=1.C(Cl)Cl. Product: [O:13]1[C:12]2([CH2:17][CH2:18][CH:9]([NH2:8])[CH2:10][CH2:11]2)[O:16][CH2:15][CH2:14]1. The catalyst class is: 293.